From a dataset of CYP2D6 inhibition data for predicting drug metabolism from PubChem BioAssay. Regression/Classification. Given a drug SMILES string, predict its absorption, distribution, metabolism, or excretion properties. Task type varies by dataset: regression for continuous measurements (e.g., permeability, clearance, half-life) or binary classification for categorical outcomes (e.g., BBB penetration, CYP inhibition). Dataset: cyp2d6_veith. (1) The drug is CCOCCCn1c(=N)c(C(=O)NCc2ccc3c(c2)OCO3)cc2c(=O)n3cccc(C)c3nc21. The result is 1 (inhibitor). (2) The result is 0 (non-inhibitor). The compound is Cc1nc2cnc(Oc3ccccc3)nc2n(C)c1=O.